Dataset: CYP2C19 inhibition data for predicting drug metabolism from PubChem BioAssay. Task: Regression/Classification. Given a drug SMILES string, predict its absorption, distribution, metabolism, or excretion properties. Task type varies by dataset: regression for continuous measurements (e.g., permeability, clearance, half-life) or binary classification for categorical outcomes (e.g., BBB penetration, CYP inhibition). Dataset: cyp2c19_veith. The result is 1 (inhibitor). The drug is CCCCOc1ccc(CNn2c(C)nc3ccccc3c2=O)cc1.